Task: Predict the product of the given reaction.. Dataset: Forward reaction prediction with 1.9M reactions from USPTO patents (1976-2016) (1) Given the reactants [C:1]1([C:26]2[CH:31]=[CH:30][CH:29]=[CH:28][CH:27]=2)[CH:6]=[CH:5][C:4]([C:7]2[N:8]=[C:9](/[CH:16]=[CH:17]/[C:18]3[CH:23]=[CH:22][C:21]([O:24][CH3:25])=[CH:20][CH:19]=3)[N:10]([CH2:12][C:13]([OH:15])=O)[CH:11]=2)=[CH:3][CH:2]=1.[CH3:32][CH:33]([NH2:44])[C:34]1[C:43]2[C:38](=[CH:39][CH:40]=[CH:41][CH:42]=2)[CH:37]=[CH:36][CH:35]=1, predict the reaction product. The product is: [C:1]1([C:26]2[CH:27]=[CH:28][CH:29]=[CH:30][CH:31]=2)[CH:6]=[CH:5][C:4]([C:7]2[N:8]=[C:9](/[CH:16]=[CH:17]/[C:18]3[CH:19]=[CH:20][C:21]([O:24][CH3:25])=[CH:22][CH:23]=3)[N:10]([CH2:12][C:13]([NH:44][CH:33]([C:34]3[C:43]4[C:38](=[CH:39][CH:40]=[CH:41][CH:42]=4)[CH:37]=[CH:36][CH:35]=3)[CH3:32])=[O:15])[CH:11]=2)=[CH:3][CH:2]=1. (2) Given the reactants [C:1]([C:5]1[CH:21]=[CH:20][C:8]([CH2:9][N:10]2[C:18]3[C:13](=[CH:14][C:15]([NH2:19])=[CH:16][CH:17]=3)[CH:12]=[CH:11]2)=[CH:7][CH:6]=1)([CH3:4])([CH3:3])[CH3:2].C([O:24][C:25](=[O:35])[C:26]1[CH:31]=[CH:30][CH:29]=[C:28]([N:32]=[C:33]=[O:34])[CH:27]=1)C, predict the reaction product. The product is: [C:1]([C:5]1[CH:21]=[CH:20][C:8]([CH2:9][N:10]2[C:18]3[C:13](=[CH:14][C:15]([NH:19][C:33]([NH:32][C:28]4[CH:27]=[C:26]([CH:31]=[CH:30][CH:29]=4)[C:25]([OH:35])=[O:24])=[O:34])=[CH:16][CH:17]=3)[CH:12]=[CH:11]2)=[CH:7][CH:6]=1)([CH3:4])([CH3:2])[CH3:3]. (3) Given the reactants [Si]([O:8][CH2:9][C:10]1([CH3:37])[S:16][CH2:15][CH2:14][N:13]2[C:17]([C:20]3([C:23]4[CH:28]=[CH:27][C:26]([C:29]5[CH:36]=[CH:35][C:32]([C:33]#[N:34])=[CH:31][N:30]=5)=[CH:25][CH:24]=4)[CH2:22][CH2:21]3)=[N:18][N:19]=[C:12]2[CH2:11]1)(C(C)(C)C)(C)C.[F-].C([N+](CCCC)(CCCC)CCCC)CCC.C(=O)([O-])O.[Na+], predict the reaction product. The product is: [OH:8][CH2:9][C:10]1([CH3:37])[S:16][CH2:15][CH2:14][N:13]2[C:17]([C:20]3([C:23]4[CH:28]=[CH:27][C:26]([C:29]5[CH:36]=[CH:35][C:32]([C:33]#[N:34])=[CH:31][N:30]=5)=[CH:25][CH:24]=4)[CH2:22][CH2:21]3)=[N:18][N:19]=[C:12]2[CH2:11]1. (4) Given the reactants CC1(C)CCCC(C)(C)N1.[CH2:11]([Li])[CH2:12][CH2:13][CH3:14].F[C:17]1[CH:22]=[CH:21][C:20]([O:23]C)=CC=1.[S].ClC[C:28](=[O:30])C, predict the reaction product. The product is: [CH3:28][O:30][C:12]1[CH:13]=[CH:14][C:22]([CH3:17])=[C:21]([CH:11]=1)[CH:20]=[O:23]. (5) Given the reactants [NH2:1][CH2:2][CH2:3][CH2:4][CH2:5][CH2:6][CH2:7][O:8][C:9]1[CH:10]=[C:11]([CH:35]=[C:36]([O:38][CH2:39][CH2:40][CH3:41])[CH:37]=1)[O:12][C:13]1[C:14]([NH:25][S:26]([C:29]2[N:30]=[CH:31][N:32]([CH3:34])[CH:33]=2)(=[O:28])=[O:27])=[CH:15][C:16]2[N:20]([CH3:21])[C:19](=[O:22])[N:18]([CH3:23])[C:17]=2[CH:24]=1.C(N(CC)CC)C.[C:49](OC(=O)C)(=[O:51])[CH3:50], predict the reaction product. The product is: [CH3:21][N:20]1[C:16]2[CH:15]=[C:14]([NH:25][S:26]([C:29]3[N:30]=[CH:31][N:32]([CH3:34])[CH:33]=3)(=[O:28])=[O:27])[C:13]([O:12][C:11]3[CH:10]=[C:9]([CH:37]=[C:36]([O:38][CH2:39][CH2:40][CH3:41])[CH:35]=3)[O:8][CH2:7][CH2:6][CH2:5][CH2:4][CH2:3][CH2:2][NH:1][C:49](=[O:51])[CH3:50])=[CH:24][C:17]=2[N:18]([CH3:23])[C:19]1=[O:22]. (6) Given the reactants [Cl:1][C:2]1[CH:3]=[N:4][C:5]2[N:6]([N:8]=[C:9]([C:11]([OH:13])=O)[CH:10]=2)[CH:7]=1.[CH3:14][N:15]1[C:20]2[CH:21]=[CH:22][S:23][C:19]=2[CH2:18][CH2:17][NH:16]1, predict the reaction product. The product is: [Cl:1][C:2]1[CH:3]=[N:4][C:5]2[N:6]([N:8]=[C:9]([C:11]([N:16]3[CH2:17][CH2:18][C:19]4[S:23][CH:22]=[CH:21][C:20]=4[N:15]3[CH3:14])=[O:13])[CH:10]=2)[CH:7]=1. (7) Given the reactants CC1(C)C(C)(C)OB([C:9]2[C:17]3[C:12](=[N:13][CH:14]=[CH:15][CH:16]=3)[N:11]([S:18]([C:21]3[CH:22]=[CH:23][CH:24]=[C:25]4[C:30]=3[N:29]=[CH:28][CH:27]=[CH:26]4)(=[O:20])=[O:19])[CH:10]=2)O1.I[C:33]1[CH:38]=[CH:37][N:36]=[C:35]([S:39][CH3:40])[N:34]=1.C(OCC)(=O)C, predict the reaction product. The product is: [CH3:40][S:39][C:35]1[N:36]=[C:37]([C:9]2[C:17]3[C:12](=[N:13][CH:14]=[CH:15][CH:16]=3)[N:11]([S:18]([C:21]3[CH:22]=[CH:23][CH:24]=[C:25]4[C:30]=3[N:29]=[CH:28][CH:27]=[CH:26]4)(=[O:20])=[O:19])[CH:10]=2)[CH:38]=[CH:33][N:34]=1.